Dataset: Full USPTO retrosynthesis dataset with 1.9M reactions from patents (1976-2016). Task: Predict the reactants needed to synthesize the given product. (1) Given the product [CH3:1][O:2][C:3]([C:5]1[N:6]=[CH:7][C:8]2[C:9](=[O:27])[NH:10][CH:11]=[CH:12][C:13]=2[C:14]=1[OH:15])=[O:4], predict the reactants needed to synthesize it. The reactants are: [CH3:1][O:2][C:3]([C:5]1[N:6]=[CH:7][C:8]2[C:9](=[O:27])[N:10](CC3C=CC(OC)=CC=3OC)[CH:11]=[CH:12][C:13]=2[C:14]=1[OH:15])=[O:4]. (2) Given the product [CH3:1][N:2]([CH3:44])[CH:3]1[CH2:8][CH2:7][CH:6]([C:9]([NH:11][C:12]2[C:16]3[CH:17]=[C:18]([O:21][CH:22]([CH2:27][OH:26])[CH2:23][OH:24])[CH:19]=[CH:20][C:15]=3[O:14][C:13]=2[C:34]([NH:36][C:37]2[CH:42]=[CH:41][C:40]([Cl:43])=[CH:39][N:38]=2)=[O:35])=[O:10])[CH2:5][CH2:4]1, predict the reactants needed to synthesize it. The reactants are: [CH3:1][N:2]([CH3:44])[CH:3]1[CH2:8][CH2:7][CH:6]([C:9]([NH:11][C:12]2[C:16]3[CH:17]=[C:18]([O:21][C@@H:22]4[CH2:27][O:26][C@@H](C5C=CC=CC=5)[O:24][CH2:23]4)[CH:19]=[CH:20][C:15]=3[O:14][C:13]=2[C:34]([NH:36][C:37]2[CH:42]=[CH:41][C:40]([Cl:43])=[CH:39][N:38]=2)=[O:35])=[O:10])[CH2:5][CH2:4]1.Cl.C(=O)([O-])O.[Na+].C(=O)([O-])[O-].[K+].[K+]. (3) Given the product [Br:16][C:7]1[S:6][C:5]([C:2]([CH3:1])([CH3:3])[CH3:4])=[N:9][C:8]=1[C:10]1[CH:11]=[CH:12][N:13]=[CH:14][CH:15]=1, predict the reactants needed to synthesize it. The reactants are: [CH3:1][C:2]([C:5]1[S:6][CH:7]=[C:8]([C:10]2[CH:15]=[CH:14][N:13]=[CH:12][CH:11]=2)[N:9]=1)([CH3:4])[CH3:3].[Br:16]Br.S(=O)(=O)(O)[O-].[Na+].[OH-].[Na+].